Dataset: Reaction yield outcomes from USPTO patents with 853,638 reactions. Task: Predict the reaction yield, written as a fraction of the theoretical maximum amount of product (1.0 means a 100% yield; for example, 0.34 means a 34% yield). The reactants are S(Cl)(Cl)=O.[CH3:5][O:6][C:7]1[CH:21]=[C:20]2[C:10]([NH:11][CH:12]=[C:13]2[CH2:14][CH:15]([C:17]([OH:19])=[O:18])[NH2:16])=[CH:9][CH:8]=1.[CH3:22]O. No catalyst specified. The product is [CH3:22][O:18][C:17](=[O:19])[CH:15]([CH2:14][C:13]1[C:20]2[C:10](=[CH:9][CH:8]=[C:7]([O:6][CH3:5])[CH:21]=2)[NH:11][CH:12]=1)[NH2:16]. The yield is 0.730.